Dataset: Forward reaction prediction with 1.9M reactions from USPTO patents (1976-2016). Task: Predict the product of the given reaction. (1) Given the reactants [CH3:1][C:2]1[CH:7]=[C:6]([N:8]2[CH2:12][CH2:11][CH:10]([N:13]3[CH2:17][CH2:16][CH2:15][CH:14]3[CH3:18])[CH2:9]2)[CH:5]=[CH:4][C:3]=1[NH2:19].[NH:20]1[CH:24]=[CH:23][C:22]([C:25]2[CH:33]=[CH:32][C:28]([C:29](O)=[O:30])=[CH:27][CH:26]=2)=[N:21]1, predict the reaction product. The product is: [CH3:1][C:2]1[CH:7]=[C:6]([N:8]2[CH2:12][CH2:11][CH:10]([N:13]3[CH2:17][CH2:16][CH2:15][CH:14]3[CH3:18])[CH2:9]2)[CH:5]=[CH:4][C:3]=1[NH:19][C:29](=[O:30])[C:28]1[CH:27]=[CH:26][C:25]([C:22]2[CH:23]=[CH:24][NH:20][N:21]=2)=[CH:33][CH:32]=1. (2) Given the reactants [CH2:1]([N:4]([CH2:9][CH2:10][CH3:11])[CH2:5][C@H:6]([NH2:8])[CH3:7])[CH2:2][CH3:3].[Br:12][C:13]1[CH:21]=[CH:20][C:16]([C:17](O)=[O:18])=[CH:15][CH:14]=1.CN(C(ON1N=NC2C=CC=NC1=2)=[N+](C)C)C.F[P-](F)(F)(F)(F)F.CCN(C(C)C)C(C)C, predict the reaction product. The product is: [Br:12][C:13]1[CH:21]=[CH:20][C:16]([C:17]([NH:8][C@H:6]([CH3:7])[CH2:5][N:4]([CH2:1][CH2:2][CH3:3])[CH2:9][CH2:10][CH3:11])=[O:18])=[CH:15][CH:14]=1. (3) The product is: [F:41][CH:2]([F:1])[C:3]1[CH:12]=[C:11]2[C:6]([CH2:7][CH2:8][CH2:9][N:10]2[C:13]2[C:17]3[CH2:18][NH:19][CH2:20][CH2:21][C:16]=3[N:15]([CH:29]3[CH2:34][CH2:33][O:32][CH2:31][CH2:30]3)[N:14]=2)=[CH:5][C:4]=1[C:35]1[S:36][C:37]([CH3:40])=[CH:38][CH:39]=1. Given the reactants [F:1][CH:2]([F:41])[C:3]1[CH:12]=[C:11]2[C:6]([CH2:7][CH2:8][CH2:9][N:10]2[C:13]2[C:17]3[CH2:18][N:19](C(OC(C)(C)C)=O)[CH2:20][CH2:21][C:16]=3[N:15]([CH:29]3[CH2:34][CH2:33][O:32][CH2:31][CH2:30]3)[N:14]=2)=[CH:5][C:4]=1[C:35]1[S:36][C:37]([CH3:40])=[CH:38][CH:39]=1.FC(F)(F)C(O)=O, predict the reaction product. (4) Given the reactants [CH2:1]([C:3]1([CH2:13][CH3:14])[C:11]2[C:6](=[CH:7][CH:8]=[CH:9][CH:10]=2)[NH:5][C:4]1=[O:12])[CH3:2].[N+:15]([O-])([OH:17])=[O:16], predict the reaction product. The product is: [CH2:13]([C:3]1([CH2:1][CH3:2])[C:11]2[C:6](=[CH:7][CH:8]=[C:9]([N+:15]([O-:17])=[O:16])[CH:10]=2)[NH:5][C:4]1=[O:12])[CH3:14]. (5) Given the reactants C([O:4][C@@H:5]1[C@H:9]([O:10][CH2:11][C:12]2[CH:17]=[CH:16][CH:15]=[CH:14][CH:13]=2)[C@@:8]([CH2:27][O:28][S:29]([CH3:32])(=[O:31])=[O:30])([CH2:18][O:19]CC2C=CC=CC=2)[O:7][C@H:6]1N1C=C(C)C(=O)NC1=S)(=O)C.[C:42]([O-:45])(O)=O.[Na+].C(Cl)Cl.[CH3:50][OH:51], predict the reaction product. The product is: [CH3:32][S:29]([O:28][CH2:27][C:8]1([CH2:18][O:19][S:29]([CH3:32])(=[O:30])=[O:28])[O:7][CH:6]([O:51][CH3:50])[C@H:5]([OH:4])[C@@H:9]1[O:10][CH2:11][C:12]1[CH:13]=[CH:14][C:15]([O:45][CH3:42])=[CH:16][CH:17]=1)(=[O:31])=[O:30]. (6) Given the reactants N[C:2]1[C:7]([Br:8])=[N:6][C:5]([Br:9])=[CH:4][N:3]=1.C(ON=O)(C)(C)C.C(Cl)[Cl:18], predict the reaction product. The product is: [Cl:18][C:2]1[C:7]([Br:8])=[N:6][C:5]([Br:9])=[CH:4][N:3]=1. (7) The product is: [CH2:16]([C:10]1[O:6][C:7]([CH:11]2[O:15][CH2:14][CH2:13][O:12]2)=[CH:8][CH:9]=1)[C:17]1[CH:22]=[CH:21][CH:20]=[CH:19][CH:18]=1. Given the reactants C([Li])CCC.[O:6]1[CH:10]=[CH:9][CH:8]=[C:7]1[CH:11]1[O:15][CH2:14][CH2:13][O:12]1.[CH2:16](Br)[C:17]1[CH:22]=[CH:21][CH:20]=[CH:19][CH:18]=1, predict the reaction product. (8) Given the reactants [Cl:1][C:2]1[CH:19]=[CH:18][C:5]2[C:6](=[CH:15][CH2:16][OH:17])[C:7]3[CH:14]=[CH:13][CH:12]=[CH:11][C:8]=3[CH2:9][CH2:10][C:4]=2[CH:3]=1.[H-].[Na+].S(OC)(O[CH3:26])(=O)=O, predict the reaction product. The product is: [Cl:1][C:2]1[CH:19]=[CH:18][C:5]2[C:6](=[CH:15][CH2:16][O:17][CH3:26])[C:7]3[CH:14]=[CH:13][CH:12]=[CH:11][C:8]=3[CH2:9][CH2:10][C:4]=2[CH:3]=1.